Dataset: CYP2D6 inhibition data for predicting drug metabolism from PubChem BioAssay. Task: Regression/Classification. Given a drug SMILES string, predict its absorption, distribution, metabolism, or excretion properties. Task type varies by dataset: regression for continuous measurements (e.g., permeability, clearance, half-life) or binary classification for categorical outcomes (e.g., BBB penetration, CYP inhibition). Dataset: cyp2d6_veith. (1) The drug is CCNC(=O)CC1C(=O)N(c2ccc(F)cc2)C(=O)N1CCc1ccc(OC)cc1. The result is 0 (non-inhibitor). (2) The molecule is C=CCOc1ccc(CNC(C)(C)CO)cc1OCC.Cl. The result is 1 (inhibitor). (3) The compound is COc1cc(OC)nc(Oc2ccccc2C(=O)Oc2ccc(Cl)cc2)n1. The result is 0 (non-inhibitor). (4) The drug is O=C(CSc1nnc(CNc2ccccc2)o1)N1CCCc2ccccc21. The result is 0 (non-inhibitor). (5) The compound is NS(=O)(=O)c1cc2c(cc1Cl)N[C@@H]([C@@H]1C[C@@H]3C=C[C@H]1C3)NS2(=O)=O. The result is 0 (non-inhibitor). (6) The drug is O=C(C1CCN(S(=O)(=O)N2CCOCC2)CC1)N1CCN(Cc2ccccc2)CC1. The result is 0 (non-inhibitor). (7) The drug is COc1ccccc1CNc1ncnc2ccc(-c3ccoc3)cc12. The result is 1 (inhibitor).